Predict the reactants needed to synthesize the given product. From a dataset of Full USPTO retrosynthesis dataset with 1.9M reactions from patents (1976-2016). (1) The reactants are: C(=O)([O-])[O-].[K+].[K+].S(S([O-])=O)([O-])=O.[Na+].[Na+].[Br:15][C:16]1[CH:25]=[C:24]2[C:19]([C:20]([NH:29][CH2:30][C:31]3[CH:45]=[CH:44][C:34]([CH2:35][NH:36][C:37](=[O:43])[O:38][C:39]([CH3:42])([CH3:41])[CH3:40])=[CH:33][CH:32]=3)=[C:21]([N+:26]([O-])=O)[CH:22]=[N:23]2)=[CH:18][CH:17]=1. Given the product [NH2:26][C:21]1[CH:22]=[N:23][C:24]2[C:19]([C:20]=1[NH:29][CH2:30][C:31]1[CH:45]=[CH:44][C:34]([CH2:35][NH:36][C:37](=[O:43])[O:38][C:39]([CH3:41])([CH3:42])[CH3:40])=[CH:33][CH:32]=1)=[CH:18][CH:17]=[C:16]([Br:15])[CH:25]=2, predict the reactants needed to synthesize it. (2) Given the product [CH2:1]([NH2:10])[CH2:2][N:3]([CH2:7][CH2:8][NH2:9])[CH2:4][CH2:5][NH2:6].[C:27]([O:36][CH3:37])(=[O:35])[C:28]([CH2:30][C:31]([O:33][CH3:34])=[O:32])=[CH2:29], predict the reactants needed to synthesize it. The reactants are: [CH2:1]([NH2:10])[CH2:2][N:3]([CH2:7][CH2:8][NH2:9])[CH2:4][CH2:5][NH2:6].C(OC)(=O)C=C.C(N)CN(CCN)CCN.[C:27]([O:36][CH3:37])(=[O:35])[C:28]([CH2:30][C:31]([O:33][CH3:34])=[O:32])=[CH2:29]. (3) Given the product [Br:17][C:6]1[CH:7]=[C:8]2[C:13](=[CH:14][CH:15]=1)[C:12](=[O:16])[CH2:11][CH2:10][CH2:9]2, predict the reactants needed to synthesize it. The reactants are: N([O-])=O.[Na+].N[C:6]1[CH:7]=[C:8]2[C:13](=[CH:14][CH:15]=1)[C:12](=[O:16])[CH2:11][CH2:10][CH2:9]2.[BrH:17]. (4) The reactants are: [Cl:1][C:2]1[N:7]=[C:6]([C:8]([NH:10][C:11]2[S:12][C:13]([S:16][C:17]([CH3:24])([CH3:23])[C:18]([O:20][CH2:21][CH3:22])=[O:19])=[CH:14][N:15]=2)=[O:9])[C:5](F)=[CH:4][CH:3]=1.C(=O)([O-])[O-].[K+].[K+].[CH3:32][O:33][C:34]1[CH:39]=[CH:38][C:37]([SH:40])=[CH:36][CH:35]=1. Given the product [Cl:1][C:2]1[N:7]=[C:6]([C:8]([NH:10][C:11]2[S:12][C:13]([S:16][C:17]([CH3:24])([CH3:23])[C:18]([O:20][CH2:21][CH3:22])=[O:19])=[CH:14][N:15]=2)=[O:9])[C:5]([S:40][C:37]2[CH:38]=[CH:39][C:34]([O:33][CH3:32])=[CH:35][CH:36]=2)=[CH:4][CH:3]=1, predict the reactants needed to synthesize it.